Dataset: Peptide-MHC class I binding affinity with 185,985 pairs from IEDB/IMGT. Task: Regression. Given a peptide amino acid sequence and an MHC pseudo amino acid sequence, predict their binding affinity value. This is MHC class I binding data. The peptide sequence is THQHSPISPL. The MHC is H-2-Kd with pseudo-sequence H-2-Kd. The binding affinity (normalized) is 0.414.